Dataset: Full USPTO retrosynthesis dataset with 1.9M reactions from patents (1976-2016). Task: Predict the reactants needed to synthesize the given product. (1) Given the product [CH2:26]([O:25][C:23]1[CH:22]=[CH:21][C:20]([Br:33])=[C:19]([CH:24]=1)[O:18][CH2:17][C@H:16]([NH2:15])[C:34]1[CH:39]=[CH:38][C:37]([O:40][CH2:41][C:42]2[CH:43]=[CH:44][CH:45]=[CH:46][CH:47]=2)=[CH:36][CH:35]=1)[C:27]1[CH:28]=[CH:29][CH:30]=[CH:31][CH:32]=1, predict the reactants needed to synthesize it. The reactants are: FC(F)(F)C(O)=O.C(OC([NH:15][C@H:16]([C:34]1[CH:39]=[CH:38][C:37]([O:40][CH2:41][C:42]2[CH:47]=[CH:46][CH:45]=[CH:44][CH:43]=2)=[CH:36][CH:35]=1)[CH2:17][O:18][C:19]1[CH:24]=[C:23]([O:25][CH2:26][C:27]2[CH:32]=[CH:31][CH:30]=[CH:29][CH:28]=2)[CH:22]=[CH:21][C:20]=1[Br:33])=O)(C)(C)C.C(OCC)(=O)C.CCCCCC. (2) Given the product [C:5]([NH:13][C:14]1[CH:23]=[C:22]([CH2:24][S:25][C:26]2[CH:31]=[CH:30][CH:29]=[CH:28][CH:27]=2)[CH:21]=[CH:20][C:15]=1[C:16]([OH:18])=[O:17])(=[O:12])[C:6]1[CH:7]=[CH:8][CH:9]=[CH:10][CH:11]=1, predict the reactants needed to synthesize it. The reactants are: [OH-].[Na+].CO.[C:5]([NH:13][C:14]1[CH:23]=[C:22]([CH2:24][S:25][C:26]2[CH:31]=[CH:30][CH:29]=[CH:28][CH:27]=2)[CH:21]=[CH:20][C:15]=1[C:16]([O:18]C)=[O:17])(=[O:12])[C:6]1[CH:11]=[CH:10][CH:9]=[CH:8][CH:7]=1. (3) Given the product [CH3:39][N:40]1[CH:44]=[N:43][C:42]([NH:45][C:5]([N:25]2[C@@H:26]3[CH2:30][N:29]([CH2:28][CH2:27]3)[C:23]3[CH:22]=[CH:21][C:20]([C:18]4[CH:17]=[CH:16][N:15]=[C:14]([CH3:13])[CH:19]=4)=[N:31][C:24]2=3)=[O:11])=[N:41]1, predict the reactants needed to synthesize it. The reactants are: ClC(Cl)(O[C:5](=[O:11])OC(Cl)(Cl)Cl)Cl.[CH3:13][C:14]1[CH:19]=[C:18]([C:20]2[CH:21]=[CH:22][C:23]3[N:29]4[CH2:30][C@H:26]([CH2:27][CH2:28]4)[NH:25][C:24]=3[N:31]=2)[CH:17]=[CH:16][N:15]=1.C(N(CC)CC)C.[CH3:39][N:40]1[CH:44]=[N:43][C:42]([NH2:45])=[N:41]1.